Dataset: Peptide-MHC class I binding affinity with 185,985 pairs from IEDB/IMGT. Task: Regression. Given a peptide amino acid sequence and an MHC pseudo amino acid sequence, predict their binding affinity value. This is MHC class I binding data. The MHC is Mamu-B17 with pseudo-sequence Mamu-B17. The binding affinity (normalized) is 0.989. The peptide sequence is RRAGEYYNW.